This data is from NCI-60 drug combinations with 297,098 pairs across 59 cell lines. The task is: Regression. Given two drug SMILES strings and cell line genomic features, predict the synergy score measuring deviation from expected non-interaction effect. Drug 1: CC1OCC2C(O1)C(C(C(O2)OC3C4COC(=O)C4C(C5=CC6=C(C=C35)OCO6)C7=CC(=C(C(=C7)OC)O)OC)O)O. Drug 2: C1=NC2=C(N1)C(=S)N=C(N2)N. Cell line: SF-295. Synergy scores: CSS=43.6, Synergy_ZIP=-5.30, Synergy_Bliss=-3.53, Synergy_Loewe=-1.80, Synergy_HSA=1.30.